From a dataset of TCR-epitope binding with 47,182 pairs between 192 epitopes and 23,139 TCRs. Binary Classification. Given a T-cell receptor sequence (or CDR3 region) and an epitope sequence, predict whether binding occurs between them. (1) The epitope is KLVALGINAV. The TCR CDR3 sequence is CASSPADPFSNTQYF. Result: 1 (the TCR binds to the epitope). (2) The epitope is KEIDRLNEV. The TCR CDR3 sequence is CSVVGLVGYTYEQYF. Result: 0 (the TCR does not bind to the epitope). (3) The epitope is KPLEFGATSAAL. The TCR CDR3 sequence is CASSEAAGGGTDTQYF. Result: 0 (the TCR does not bind to the epitope). (4) The epitope is SFHSLHLLF. The TCR CDR3 sequence is CASRPNRDSNYGYTF. Result: 1 (the TCR binds to the epitope). (5) The epitope is QYDPVAALF. The TCR CDR3 sequence is CASSPLAGGNYEQYF. Result: 0 (the TCR does not bind to the epitope).